This data is from Full USPTO retrosynthesis dataset with 1.9M reactions from patents (1976-2016). The task is: Predict the reactants needed to synthesize the given product. (1) The reactants are: [F:1][C:2]1[CH:14]=[CH:13][C:5]([C:6](=[O:12])[NH:7][CH2:8][C:9]([OH:11])=O)=[CH:4][CH:3]=1.[F:15][C:16]1[CH:17]=[C:18]([CH:23]([NH2:30])[C:24]2[CH:29]=[CH:28][CH:27]=[CH:26][CH:25]=2)[CH:19]=[C:20]([F:22])[CH:21]=1. Given the product [F:15][C:16]1[CH:17]=[C:18]([CH:23]([NH:30][C:9]([CH2:8][NH:7][C:6](=[O:12])[C:5]2[CH:4]=[CH:3][C:2]([F:1])=[CH:14][CH:13]=2)=[O:11])[C:24]2[CH:29]=[CH:28][CH:27]=[CH:26][CH:25]=2)[CH:19]=[C:20]([F:22])[CH:21]=1, predict the reactants needed to synthesize it. (2) Given the product [F:40][C:37]1[CH:36]=[CH:35][C:34]([CH2:33][CH:15]2[C:14]3([CH2:13][CH2:12][NH:11][CH2:42][CH2:41]3)[O:19][CH2:18][C:17](=[O:20])[N:16]2[CH2:21][C:22]2[CH:27]=[CH:26][C:25]([O:28][CH2:29][CH:30]([CH3:31])[CH3:32])=[CH:24][CH:23]=2)=[CH:39][CH:38]=1, predict the reactants needed to synthesize it. The reactants are: C(OC([N:11]1[CH2:42][CH2:41][C:14]2([O:19][CH2:18][C:17](=[O:20])[N:16]([CH2:21][C:22]3[CH:27]=[CH:26][C:25]([O:28][CH2:29][CH:30]([CH3:32])[CH3:31])=[CH:24][CH:23]=3)[CH:15]2[CH2:33][C:34]2[CH:39]=[CH:38][C:37]([F:40])=[CH:36][CH:35]=2)[CH2:13][CH2:12]1)=O)C1C=CC=CC=1. (3) Given the product [CH2:21]([Sn:12]([CH2:13][CH2:14][CH2:15][CH3:16])([CH2:17][CH2:18][CH2:19][CH3:20])[C:3]1[C:2]([CH3:1])=[CH:7][C:6]([CH3:8])=[CH:5][C:4]=1[CH3:9])[CH2:22][CH2:23][CH3:24], predict the reactants needed to synthesize it. The reactants are: [CH3:1][C:2]1[CH:7]=[C:6]([CH3:8])[CH:5]=[C:4]([CH3:9])[C:3]=1[Mg]Br.[Sn:12](Cl)([CH2:21][CH2:22][CH2:23][CH3:24])([CH2:17][CH2:18][CH2:19][CH3:20])[CH2:13][CH2:14][CH2:15][CH3:16]. (4) Given the product [CH:29]1([NH:34][C:35](=[O:36])[C:37]2[CH:42]=[CH:41][C:40]([C:9]3[S:8][C:7]4[CH:28]=[C:3]([O:2][CH3:1])[CH:4]=[CH:5][C:6]=4[C:10]=3[O:11][C:12]3[CH:17]=[CH:16][C:15]([O:18][CH2:19][CH2:20][N:21]4[CH2:26][CH2:25][CH2:24][CH2:23][CH2:22]4)=[CH:14][CH:13]=3)=[CH:39][CH:38]=2)[CH2:33][CH2:32][CH2:31][CH2:30]1, predict the reactants needed to synthesize it. The reactants are: [CH3:1][O:2][C:3]1[CH:4]=[CH:5][C:6]2[C:10]([O:11][C:12]3[CH:17]=[CH:16][C:15]([O:18][CH2:19][CH2:20][N:21]4[CH2:26][CH2:25][CH2:24][CH2:23][CH2:22]4)=[CH:14][CH:13]=3)=[C:9](Br)[S:8][C:7]=2[CH:28]=1.[CH:29]1([NH:34][C:35]([C:37]2[CH:42]=[CH:41][C:40](B(O)O)=[CH:39][CH:38]=2)=[O:36])[CH2:33][CH2:32][CH2:31][CH2:30]1.C1(P(C2CCCCC2)C2CCCCC2)CCCCC1.[F-].[Cs+].